This data is from Full USPTO retrosynthesis dataset with 1.9M reactions from patents (1976-2016). The task is: Predict the reactants needed to synthesize the given product. (1) Given the product [CH3:23][O:24][CH2:25][O:1][C:2]1[CH:11]=[C:10]2[C:5]([C:6]([C:13]([F:16])([F:14])[F:15])=[CH:7][C:8](=[O:12])[O:9]2)=[CH:4][CH:3]=1, predict the reactants needed to synthesize it. The reactants are: [OH:1][C:2]1[CH:11]=[C:10]2[C:5]([C:6]([C:13]([F:16])([F:15])[F:14])=[CH:7][C:8](=[O:12])[O:9]2)=[CH:4][CH:3]=1.C([O-])([O-])=O.[K+].[K+].[CH3:23][O:24][CH2:25]Br.CCOC(C)=O. (2) The reactants are: [Cl:1][C:2]1[S:3][C:4]([CH:18]2[O:22][CH2:21][CH2:20][O:19]2)=[CH:5][C:6]=1[CH:7]([OH:17])[C:8]1[C:13]([CH2:14][CH2:15]O)=[CH:12][CH:11]=[CH:10][N:9]=1.C1C=CC=CC=1.N1C=CC=CC=1.C1(P(C2C=CC=CC=2)C2C=CC=CC=2)C=CC=CC=1.[I:54]I. Given the product [Cl:1][C:2]1[S:3][C:4]([CH:18]2[O:22][CH2:21][CH2:20][O:19]2)=[CH:5][C:6]=1[CH:7]([C:8]1[C:13]([CH2:14][CH2:15][I:54])=[CH:12][CH:11]=[CH:10][N:9]=1)[OH:17], predict the reactants needed to synthesize it. (3) Given the product [F:26][C:27]1[N:32]=[CH:31][C:30]([C:2]2[C:10]3[C:5](=[CH:6][CH:7]=[C:8]([CH:11]4[C:20]([C:21]#[N:22])=[C:19]([CH3:23])[N:18]5[C:13]([CH2:14][O:15][CH2:16][CH2:17]5)=[C:12]4[C:24]#[N:25])[CH:9]=3)[NH:4][N:3]=2)=[CH:29][CH:28]=1, predict the reactants needed to synthesize it. The reactants are: Br[C:2]1[C:10]2[C:5](=[CH:6][CH:7]=[C:8]([CH:11]3[C:20]([C:21]#[N:22])=[C:19]([CH3:23])[N:18]4[C:13]([CH2:14][O:15][CH2:16][CH2:17]4)=[C:12]3[C:24]#[N:25])[CH:9]=2)[NH:4][N:3]=1.[F:26][C:27]1[N:32]=[CH:31][C:30](B(O)O)=[CH:29][CH:28]=1.C(=O)(O)[O-].[Na+]. (4) Given the product [CH3:14][O:15][C:16](=[O:27])[C:17]1[CH:22]=[C:21]([N+:23]([O-:25])=[O:24])[CH:20]=[CH:19][C:18]=1[O:7][C:1]1[CH:6]=[CH:5][CH:4]=[CH:3][CH:2]=1, predict the reactants needed to synthesize it. The reactants are: [C:1]1([OH:7])[CH:6]=[CH:5][CH:4]=[CH:3][CH:2]=1.CC(C)([O-])C.[K+].[CH3:14][O:15][C:16](=[O:27])[C:17]1[CH:22]=[C:21]([N+:23]([O-:25])=[O:24])[CH:20]=[CH:19][C:18]=1Cl. (5) Given the product [Cl:1][C:2]1[CH:3]=[CH:4][C:5]([C:28]([F:30])([F:29])[F:31])=[C:6]([CH:27]=1)[CH2:7][N:8]1[CH2:13][CH2:12][NH:11][C:10]2[N:14]=[CH:15][C:16]([C:18]3[CH:19]=[C:20]([CH:24]=[CH:25][CH:26]=3)[C:21]([NH:32][CH:33]3[CH2:38][CH2:37][N:36]([CH3:39])[CH2:35][CH2:34]3)=[O:23])=[CH:17][C:9]1=2, predict the reactants needed to synthesize it. The reactants are: [Cl:1][C:2]1[CH:3]=[CH:4][C:5]([C:28]([F:31])([F:30])[F:29])=[C:6]([CH:27]=1)[CH2:7][N:8]1[CH2:13][CH2:12][NH:11][C:10]2[N:14]=[CH:15][C:16]([C:18]3[CH:19]=[C:20]([CH:24]=[CH:25][CH:26]=3)[C:21]([OH:23])=O)=[CH:17][C:9]1=2.[NH2:32][CH:33]1[CH2:38][CH2:37][N:36]([CH3:39])[CH2:35][CH2:34]1. (6) Given the product [CH2:13]1[C:21]2[C:16](=[CH:17][CH:18]=[CH:19][CH:20]=2)[CH2:15][CH:14]1[NH:22][C:23]1[N:24]=[CH:25][C:26]2[CH2:32][N:31]([C:42](=[O:43])[CH2:41][CH2:40][CH2:39][CH2:38][N:33]3[CH:37]=[CH:36][N:35]=[CH:34]3)[CH2:30][CH2:29][C:27]=2[N:28]=1, predict the reactants needed to synthesize it. The reactants are: Cl.CN(C)CCCN=C=NCC.[CH2:13]1[C:21]2[C:16](=[CH:17][CH:18]=[CH:19][CH:20]=2)[CH2:15][CH:14]1[NH:22][C:23]1[N:24]=[CH:25][C:26]2[CH2:32][NH:31][CH2:30][CH2:29][C:27]=2[N:28]=1.[N:33]1([CH2:38][CH2:39][CH2:40][CH2:41][C:42](O)=[O:43])[CH:37]=[CH:36][N:35]=[CH:34]1.ON1C2C=CC=CC=2N=N1. (7) Given the product [Cl:1][C:2]1[N:3]=[C:4]([Cl:9])[CH:5]=[C:6]([N:10]2[CH2:15][CH2:14][CH2:13][CH2:12][CH2:11]2)[N:7]=1, predict the reactants needed to synthesize it. The reactants are: [Cl:1][C:2]1[N:7]=[C:6](Cl)[CH:5]=[C:4]([Cl:9])[N:3]=1.[NH:10]1[CH2:15][CH2:14][CH2:13][CH2:12][CH2:11]1.C(N(CC)C(C)C)(C)C. (8) Given the product [CH2:27]([O:26][P:24]([CH2:23][P:18]([O:17][CH2:15][CH3:16])([O:19][CH2:20][CH3:21])=[O:22])([C:2]1[CH:3]=[C:4]2[C:9](=[CH:10][CH:11]=1)[O:8][C:7](=[O:12])[CH2:6][C:5]2([CH3:14])[CH3:13])=[O:25])[CH3:28], predict the reactants needed to synthesize it. The reactants are: Br[C:2]1[CH:3]=[C:4]2[C:9](=[CH:10][CH:11]=1)[O:8][C:7](=[O:12])[CH2:6][C:5]2([CH3:14])[CH3:13].[CH2:15]([O:17][P:18]([CH2:23][PH:24]([O:26][CH2:27][CH3:28])=[O:25])(=[O:22])[O:19][CH2:20][CH3:21])[CH3:16].C(N(CC)CC)C.